Dataset: Experimentally validated miRNA-target interactions with 360,000+ pairs, plus equal number of negative samples. Task: Binary Classification. Given a miRNA mature sequence and a target amino acid sequence, predict their likelihood of interaction. (1) The miRNA is hsa-miR-3144-5p with sequence AGGGGACCAAAGAGAUAUAUAG. The protein sequence of the target gene is MCRLEPFLKRSLVVLLFLGLAEACVPREVAMEEKIKMLKGILGLMGRLSPDGFRQNIISSSKTPPLVTTPDKSEEEMKILKRILGLLSLQVLNEETSNCKEEVKPPPATTTVRGLVRTSGWNFLRCAYMVITFFFVSYNKGDWCYCRYCNPDLDLRDDPCCSFQ. Result: 0 (no interaction). (2) The miRNA is mmu-miR-411-5p with sequence UAGUAGACCGUAUAGCGUACG. The protein sequence of the target gene is MSSRSPRPPPRRSRRRLPRPSCCCCCCRRSHLNEDTGRFVLLAALIGLYLVAGATVFSALESPGEAEARARWGATLRNFSAAHGVAEPELRAFLRHYEAALAAGVRADALRPRWDFPGAFYFVGTVVSTIGFGMTTPATVGGKAFLIAYGLFGCAGTILFFNLFLERIISLLAFIMRACRERQLRRSGLLPATFRRGSALSEADSLAGWKPSVYHVLLILGLFAVLLSCCASAMYTSVEGWDYVDSLYFCFVTFSTIGFGDLVSSQHAAYRNQGLYRLGNFLFILLGVCCIYSLFNVISI.... Result: 0 (no interaction).